This data is from Reaction yield outcomes from USPTO patents with 853,638 reactions. The task is: Predict the reaction yield, written as a fraction of the theoretical maximum amount of product (1.0 means a 100% yield; for example, 0.34 means a 34% yield). (1) The reactants are [NH2:1][C:2]1([C:15]([NH2:17])=[O:16])[CH2:7][CH2:6][N:5]([CH2:8][C:9]2[CH:14]=[CH:13][CH:12]=[CH:11][CH:10]=2)[CH2:4][CH2:3]1.[Br:18][C:19]1[CH:27]=[CH:26][C:22]([C:23](O)=[O:24])=[CH:21][CH:20]=1.CCN=C=NCCCN(C)C.C1C=CC2N(O)N=NC=2C=1.CCN(C(C)C)C(C)C. The catalyst is CN(C=O)C. The product is [CH2:8]([N:5]1[CH2:4][CH2:3][C:2]([NH:1][C:23](=[O:24])[C:22]2[CH:26]=[CH:27][C:19]([Br:18])=[CH:20][CH:21]=2)([C:15]([NH2:17])=[O:16])[CH2:7][CH2:6]1)[C:9]1[CH:10]=[CH:11][CH:12]=[CH:13][CH:14]=1. The yield is 0.990. (2) The yield is 0.330. The product is [Cl:18][C:16]1[CH:15]=[C:14]([N:19]2[CH2:24][CH2:23][O:22][CH2:21][CH2:20]2)[N:13]=[C:12]([CH2:8][CH2:7][CH2:6][C:5]([O:4][CH2:2][CH3:3])=[O:10])[N:17]=1. The reactants are [Br-].[CH2:2]([O:4][C:5](=[O:10])[CH2:6][CH2:7][CH2:8][Zn+])[CH3:3].Cl[C:12]1[N:17]=[C:16]([Cl:18])[CH:15]=[C:14]([N:19]2[CH2:24][CH2:23][O:22][CH2:21][CH2:20]2)[N:13]=1. The catalyst is C1COCC1.[CH2-]C1C=CC=CC=1.C1C=CC(P(C2C=CC=CC=2)C2C=CC=CC=2)=CC=1.C1C=CC(P(C2C=CC=CC=2)C2C=CC=CC=2)=CC=1.Cl[Pd+]. (3) The reactants are Br[C:2]1[CH:3]=[CH:4][C:5]([NH:13][C:14]2[C:19]([C:20]([F:23])([F:22])[F:21])=[CH:18][N:17]=[C:16]([NH:24][C:25]3[CH:39]=[CH:38][C:28]([CH2:29][P:30](=[O:37])([O:34][CH2:35][CH3:36])[O:31]CC)=[CH:27][C:26]=3[O:40][CH3:41])[N:15]=2)=[C:6]2[C:10]=1[CH2:9][N:8]([CH3:11])[C:7]2=[O:12].[CH3:42][N:43]1[CH2:48][CH2:47][NH:46][CH2:45][CH2:44]1.C([O-])([O-])=O.[Cs+].[Cs+]. The catalyst is O1CCOCC1.C1C=CC(/C=C/C(/C=C/C2C=CC=CC=2)=O)=CC=1.C1C=CC(/C=C/C(/C=C/C2C=CC=CC=2)=O)=CC=1.[Pd]. The product is [CH3:41][O:40][C:26]1[CH:27]=[C:28]([CH:38]=[CH:39][C:25]=1[NH:24][C:16]1[N:15]=[C:14]([NH:13][C:5]2[CH:4]=[CH:3][C:2]([N:46]3[CH2:47][CH2:48][N:43]([CH3:42])[CH2:44][CH2:45]3)=[C:10]3[C:6]=2[C:7](=[O:12])[N:8]([CH3:11])[CH2:9]3)[C:19]([C:20]([F:21])([F:23])[F:22])=[CH:18][N:17]=1)[CH2:29][P:30](=[O:37])([OH:31])[O:34][CH2:35][CH3:36]. The yield is 0.0120. (4) The reactants are [Cl:1][C:2]1[CH:12]=[CH:11][CH:10]=[C:4]2[C:5]([O:7][C:8](=[O:9])[C:3]=12)=O.[F:13][C:14]([F:27])([O:18][C:19]1[CH:25]=[CH:24][C:22]([NH2:23])=[C:21]([CH3:26])[CH:20]=1)[CH:15]([F:17])[F:16]. The catalyst is C(O)(=O)C. The product is [Cl:1][C:2]1[CH:12]=[CH:11][CH:10]=[C:4]2[C:5]([N:23]([C:22]3[CH:24]=[CH:25][C:19]([O:18][C:14]([F:13])([F:27])[CH:15]([F:16])[F:17])=[CH:20][C:21]=3[CH3:26])[C:8](=[O:9])[C:3]=12)=[O:7]. The yield is 0.950. (5) The reactants are [NH2:1][C@@H:2]1[CH2:7][CH2:6][CH2:5][N:4]([C:8]([O:10][C:11]([CH3:14])([CH3:13])[CH3:12])=[O:9])[CH2:3]1.[H-].[Na+].Cl[C:18]1[N:23]=[C:22]([C:24]2[C:32]3[C:27](=[CH:28][CH:29]=[C:30]([C:33]4[C:38]([F:39])=[CH:37][CH:36]=[CH:35][C:34]=4[F:40])[CH:31]=3)[N:26]([CH:41]3[CH2:46][CH2:45][CH2:44][CH2:43][O:42]3)[N:25]=2)[CH:21]=[CH:20][N:19]=1. The catalyst is CN(C=O)C. The product is [F:39][C:38]1[CH:37]=[CH:36][CH:35]=[C:34]([F:40])[C:33]=1[C:30]1[CH:31]=[C:32]2[C:27](=[CH:28][CH:29]=1)[N:26]([CH:41]1[CH2:46][CH2:45][CH2:44][CH2:43][O:42]1)[N:25]=[C:24]2[C:22]1[CH:21]=[CH:20][N:19]=[C:18]([NH:1][C@@H:2]2[CH2:7][CH2:6][CH2:5][N:4]([C:8]([O:10][C:11]([CH3:14])([CH3:13])[CH3:12])=[O:9])[CH2:3]2)[N:23]=1. The yield is 0.180. (6) The reactants are CS(O[CH2:6][CH:7]1[CH2:9][CH:8]1[C:10]([O:12][CH2:13][CH3:14])=[O:11])(=O)=O.[Br:15][C:16]1[CH:17]=[N:18][NH:19][CH:20]=1.[H-].[Na+]. The catalyst is CN(C=O)C. The product is [Br:15][C:16]1[CH:17]=[N:18][N:19]([CH2:6][CH:7]2[CH2:9][CH:8]2[C:10]([O:12][CH2:13][CH3:14])=[O:11])[CH:20]=1. The yield is 0.740.